Dataset: Forward reaction prediction with 1.9M reactions from USPTO patents (1976-2016). Task: Predict the product of the given reaction. The product is: [CH2:8]([N:7]([CH2:1][CH2:2][CH2:3][CH2:4][CH2:5][CH3:6])[C:24](=[O:25])[CH2:23][Br:22])[C:9]1[CH:10]=[CH:11][CH:12]=[CH:13][CH:14]=1. Given the reactants [CH2:1]([NH:7][CH2:8][C:9]1[CH:14]=[CH:13][CH:12]=[CH:11][CH:10]=1)[CH2:2][CH2:3][CH2:4][CH2:5][CH3:6].C(N(CC)CC)C.[Br:22][CH2:23][C:24](Cl)=[O:25], predict the reaction product.